From a dataset of Reaction yield outcomes from USPTO patents with 853,638 reactions. Predict the reaction yield, written as a fraction of the theoretical maximum amount of product (1.0 means a 100% yield; for example, 0.34 means a 34% yield). (1) The reactants are [CH2:1]([O:8][C:9]([NH:11][CH2:12][CH:13]1[CH2:18][CH2:17][N:16]([C:19]([O:21][C:22]([CH3:25])([CH3:24])[CH3:23])=[O:20])[CH2:15][CH2:14]1)=[O:10])[C:2]1[CH:7]=[CH:6][CH:5]=[CH:4][CH:3]=1.[H-].[Na+].S(C1C=CC(C)=CC=1)(O[CH3:32])(=O)=O.C(=O)(O)[O-].[Na+]. The catalyst is CN(C=O)C.CCOC(C)=O. The product is [CH3:32][N:11]([CH2:12][CH:13]1[CH2:18][CH2:17][N:16]([C:19]([O:21][C:22]([CH3:25])([CH3:24])[CH3:23])=[O:20])[CH2:15][CH2:14]1)[C:9]([O:8][CH2:1][C:2]1[CH:3]=[CH:4][CH:5]=[CH:6][CH:7]=1)=[O:10]. The yield is 0.790. (2) The reactants are [CH:1]([CH:3]1[CH2:8][CH2:7][CH2:6][N:5]([C:9]2[N:10]=[C:11]3[CH:25]=[C:24]([CH2:26][CH2:27][C:28]4[S:29][CH:30]=[C:31]([CH:33]([CH3:35])[CH3:34])[N:32]=4)[CH:23]=[CH:22][N:12]3[C:13](=[O:21])[C:14]=2/[CH:15]=[CH:16]/[C:17]([O:19][CH3:20])=[O:18])[CH2:4]1)=[O:2]. The catalyst is C(O)C.[Pd]. The product is [CH:1]([CH:3]1[CH2:8][CH2:7][CH2:6][N:5]([C:9]2[N:10]=[C:11]3[CH:25]=[C:24]([CH2:26][CH2:27][C:28]4[S:29][CH:30]=[C:31]([CH:33]([CH3:35])[CH3:34])[N:32]=4)[CH:23]=[CH:22][N:12]3[C:13](=[O:21])[C:14]=2[CH2:15][CH2:16][C:17]([O:19][CH3:20])=[O:18])[CH2:4]1)=[O:2]. The yield is 0.280. (3) The reactants are [F:1][C:2]1[CH:7]=[CH:6][C:5]([B:8]([OH:10])[OH:9])=[CH:4][C:3]=1[C:11]([F:14])([F:13])[F:12].[CH2:15](O)[CH2:16]O. The catalyst is C1(C)C=CC=CC=1. The product is [F:1][C:2]1[CH:7]=[CH:6][C:5]([B:8]2[O:9][CH2:16][CH2:15][O:10]2)=[CH:4][C:3]=1[C:11]([F:14])([F:12])[F:13]. The yield is 1.00. (4) The reactants are [NH2:1][C:2]1[CH:3]=[C:4](B(O)O)[CH:5]=[CH:6][CH:7]=1.Br[C:12]1[CH:13]=[CH:14][C:15]([F:21])=[C:16]([N+:18]([O-:20])=[O:19])[CH:17]=1.C(=O)(O)[O-].[Na+]. The catalyst is C1(C)C=CC=CC=1.C1C=CC([P]([Pd]([P](C2C=CC=CC=2)(C2C=CC=CC=2)C2C=CC=CC=2)([P](C2C=CC=CC=2)(C2C=CC=CC=2)C2C=CC=CC=2)[P](C2C=CC=CC=2)(C2C=CC=CC=2)C2C=CC=CC=2)(C2C=CC=CC=2)C2C=CC=CC=2)=CC=1. The product is [F:21][C:15]1[CH:14]=[CH:13][C:12]([C:4]2[CH:5]=[CH:6][CH:7]=[C:2]([NH2:1])[CH:3]=2)=[CH:17][C:16]=1[N+:18]([O-:20])=[O:19]. The yield is 0.920. (5) The reactants are C[C@@:2]1([C:18]([O-:20])=[O:19])[CH2:6][C@:5](C)([C:7]([O-:9])=[O:8])[CH2:4][N:3]1[C:11]([O:13][C:14]([CH3:17])([CH3:16])[CH3:15])=[O:12].[OH-].[Na+].Cl.[CH2:24]1COCC1. No catalyst specified. The product is [C:14]([O:13][C:11]([N:3]1[C@H:2]([C:18]([O:20][CH3:24])=[O:19])[CH2:6][C@H:5]([C:7]([OH:9])=[O:8])[CH2:4]1)=[O:12])([CH3:15])([CH3:16])[CH3:17]. The yield is 0.700. (6) The reactants are [F:1][C:2]1[CH:11]=[C:10]2[C:5]([CH2:6][CH2:7][CH2:8][NH:9]2)=[CH:4][C:3]=1[C:12]1[CH:13]=[N:14][N:15]([CH3:17])[CH:16]=1.Br[C:19]1[C:23]2[CH2:24][N:25]([C:28](=[O:30])[CH3:29])[CH2:26][CH2:27][C:22]=2[N:21]([CH:31]2[CH2:36][CH2:35][O:34][CH2:33][CH2:32]2)[N:20]=1.C1(P(C2CCCCC2)C2C=CC=CC=2C2C(OC(C)C)=CC=CC=2OC(C)C)CCCCC1.C(O[Na])(C)(C)C. The catalyst is O1CCOCC1. The product is [F:1][C:2]1[CH:11]=[C:10]2[C:5]([CH2:6][CH2:7][CH2:8][N:9]2[C:19]2[C:23]3[CH2:24][N:25]([C:28](=[O:30])[CH3:29])[CH2:26][CH2:27][C:22]=3[N:21]([CH:31]3[CH2:36][CH2:35][O:34][CH2:33][CH2:32]3)[N:20]=2)=[CH:4][C:3]=1[C:12]1[CH:13]=[N:14][N:15]([CH3:17])[CH:16]=1. The yield is 0.180. (7) The reactants are [Cl:1][C:2]1[C:7]([C:8]2([CH3:11])[CH2:10][CH2:9]2)=[CH:6][C:5]([NH:12][CH2:13][C:14]([O:16]CC)=[O:15])=[C:4]([O:19][CH3:20])[CH:3]=1.O[Li].O. The catalyst is C1COCC1.O. The product is [Cl:1][C:2]1[C:7]([C:8]2([CH3:11])[CH2:10][CH2:9]2)=[CH:6][C:5]([NH:12][CH2:13][C:14]([OH:16])=[O:15])=[C:4]([O:19][CH3:20])[CH:3]=1. The yield is 0.330. (8) The catalyst is CN(C=O)C.C1C=CC([P]([Pd]([P](C2C=CC=CC=2)(C2C=CC=CC=2)C2C=CC=CC=2)([P](C2C=CC=CC=2)(C2C=CC=CC=2)C2C=CC=CC=2)[P](C2C=CC=CC=2)(C2C=CC=CC=2)C2C=CC=CC=2)(C2C=CC=CC=2)C2C=CC=CC=2)=CC=1. The product is [C:22]([NH:21][C:19]([C:8]1[C:6]2=[N:7][C:2]([C:27]3[C:35]4[C:30](=[N:31][CH:32]=[CH:33][CH:34]=4)[N:29]([CH3:36])[N:28]=3)=[CH:3][N:4]=[C:5]2[N:10]([CH2:11][O:12][CH2:13][CH2:14][Si:15]([CH3:18])([CH3:17])[CH3:16])[CH:9]=1)=[O:20])([CH3:25])([CH3:24])[CH3:23]. The reactants are Br[C:2]1[N:7]=[C:6]2[C:8]([C:19]([NH:21][C:22]([CH3:25])([CH3:24])[CH3:23])=[O:20])=[CH:9][N:10]([CH2:11][O:12][CH2:13][CH2:14][Si:15]([CH3:18])([CH3:17])[CH3:16])[C:5]2=[N:4][CH:3]=1.I[C:27]1[C:35]2[C:30](=[N:31][CH:32]=[CH:33][CH:34]=2)[N:29]([CH3:36])[N:28]=1.CCCC[Sn](CCCC)CCCC.CCCC[Sn](CCCC)CCCC. The yield is 0.680.